From a dataset of Forward reaction prediction with 1.9M reactions from USPTO patents (1976-2016). Predict the product of the given reaction. (1) Given the reactants Cl[C:2]1[C:7]([N+:8]([O-:10])=[O:9])=[CH:6][CH:5]=[CH:4][N:3]=1.[NH2:11][C:12]1[CH:13]=[C:14]([CH:19]=[CH:20][CH:21]=1)[NH:15][C:16](=[O:18])[CH3:17].C(=O)([O-])[O-].[K+].[K+], predict the reaction product. The product is: [C:16]([NH:15][C:14]1[CH:13]=[C:12]([NH:11][C:2]2[C:7]([N+:8]([O-:10])=[O:9])=[CH:6][CH:5]=[CH:4][N:3]=2)[CH:21]=[CH:20][CH:19]=1)(=[O:18])[CH3:17]. (2) Given the reactants [NH2:1][C:2]1[N:7]=[CH:6][N:5]=[C:4]2[N:8]([CH:12]([C:14]3[CH:19]=[N:18][N:17]([C:20]4[CH:25]=[CH:24][CH:23]=[CH:22][CH:21]=4)[C:16](=[O:26])[C:15]=3[C:27]3[CH:32]=[CH:31][CH:30]=[CH:29][CH:28]=3)[CH3:13])[N:9]=[C:10](I)[C:3]=12.[F:33][C:34]1[CH:35]=[C:36](B(O)O)[CH:37]=[C:38]([OH:40])[CH:39]=1, predict the reaction product. The product is: [NH2:1][C:2]1[N:7]=[CH:6][N:5]=[C:4]2[N:8]([CH:12]([C:14]3[CH:19]=[N:18][N:17]([C:20]4[CH:25]=[CH:24][CH:23]=[CH:22][CH:21]=4)[C:16](=[O:26])[C:15]=3[C:27]3[CH:32]=[CH:31][CH:30]=[CH:29][CH:28]=3)[CH3:13])[N:9]=[C:10]([C:36]3[CH:37]=[C:38]([OH:40])[CH:39]=[C:34]([F:33])[CH:35]=3)[C:3]=12. (3) Given the reactants [Cl:1][C:2]1[CH:7]=[CH:6][CH:5]=[CH:4][C:3]=1[CH:8]([C:20]1[CH:34]=[CH:33][C:23]([C:24]([NH:26][CH:27]2[CH2:32][CH2:31][O:30][CH2:29][CH2:28]2)=[O:25])=[C:22]([F:35])[CH:21]=1)[CH2:9][C:10]([C:12]1[CH:17]=[CH:16][C:15](=[O:18])[N:14]([CH3:19])[CH:13]=1)=O.Cl.[NH2:37][OH:38].C([O-])(O)=O.[Na+], predict the reaction product. The product is: [Cl:1][C:2]1[CH:7]=[CH:6][CH:5]=[CH:4][C:3]=1[CH:8]([C:20]1[CH:34]=[CH:33][C:23]([C:24]([NH:26][CH:27]2[CH2:32][CH2:31][O:30][CH2:29][CH2:28]2)=[O:25])=[C:22]([F:35])[CH:21]=1)[CH2:9]/[C:10](=[N:37]\[OH:38])/[C:12]1[CH:17]=[CH:16][C:15](=[O:18])[N:14]([CH3:19])[CH:13]=1. (4) Given the reactants C(NC(C)C)(C)C.CCCCCC.C([Li])CCC.[C:19]([O:22][C:23]([CH3:26])([CH3:25])[CH3:24])(=[O:21])[CH3:20].[Br:27][C:28]1[CH:29]=[N:30][CH:31]=[C:32]([CH:36]=1)[C:33](O)=[O:34].C1N=CN(C(N2C=NC=C2)=O)C=1, predict the reaction product. The product is: [Br:27][C:28]1[CH:36]=[C:32]([C:33](=[O:34])[CH2:20][C:19]([O:22][C:23]([CH3:26])([CH3:25])[CH3:24])=[O:21])[CH:31]=[N:30][CH:29]=1. (5) Given the reactants [Cl-].[NH4+:2].[Cl:3][C:4]1[CH:9]=[C:8]([C:10]#[N:11])[CH:7]=[CH:6][N:5]=1.CO, predict the reaction product. The product is: [Cl:3][C:4]1[CH:9]=[C:8]([C:10](=[NH:2])[NH2:11])[CH:7]=[CH:6][N:5]=1. (6) Given the reactants C(N(CC)CC)C.[NH2:8][C@@H:9]1[CH2:15][CH2:14][C@@H:13]([C:16]2[CH:21]=[CH:20][CH:19]=[C:18]([F:22])[C:17]=2[F:23])[CH2:12][N:11]([CH2:24][C:25]([F:28])([F:27])[F:26])[C:10]1=[O:29].Cl[C:31](OC1C=CC([N+]([O-])=O)=CC=1)=[O:32].Cl.Cl.[O:45]=[C:46]1[NH:54][C:49]2=[N:50][CH:51]=[CH:52][CH:53]=[C:48]2[N:47]1[CH:55]1[CH2:60][CH2:59][NH:58][CH2:57][CH2:56]1, predict the reaction product. The product is: [F:23][C:17]1[C:18]([F:22])=[CH:19][CH:20]=[CH:21][C:16]=1[C@H:13]1[CH2:12][N:11]([CH2:24][C:25]([F:28])([F:26])[F:27])[C:10](=[O:29])[C@H:9]([NH:8][C:31]([N:58]2[CH2:59][CH2:60][CH:55]([N:47]3[C:48]4[C:49](=[N:50][CH:51]=[CH:52][CH:53]=4)[NH:54][C:46]3=[O:45])[CH2:56][CH2:57]2)=[O:32])[CH2:15][CH2:14]1. (7) Given the reactants Cl[C:2]1[CH:7]=[C:6]([Cl:8])[N:5]=[C:4]([NH2:9])[N:3]=1.[CH:10]1([CH2:13][NH2:14])[CH2:12][CH2:11]1.CCN(C(C)C)C(C)C, predict the reaction product. The product is: [Cl:8][C:6]1[N:5]=[C:4]([NH2:9])[N:3]=[C:2]([NH:14][CH2:13][CH:10]2[CH2:12][CH2:11]2)[CH:7]=1.